This data is from Full USPTO retrosynthesis dataset with 1.9M reactions from patents (1976-2016). The task is: Predict the reactants needed to synthesize the given product. (1) Given the product [CH3:1][C:2]1[CH:7]=[C:6]2[C:5](=[CH:4][CH:3]=1)[NH:19][CH2:10][CH:9]([C:12]1[CH:13]=[N:14][C:15]([CH3:18])=[CH:16][CH:17]=1)[CH2:8]2, predict the reactants needed to synthesize it. The reactants are: [CH3:1][C:2]1[CH:3]=[CH:4][C:5]([N+:19]([O-])=O)=[C:6]([CH2:8][CH:9]([C:12]2[CH:13]=[N:14][C:15]([CH3:18])=[CH:16][CH:17]=2)[C:10]#N)[CH:7]=1. (2) Given the product [O:1]=[C:2]1[N:6]([CH2:31][C:29]2[N:30]=[C:26]([C:22]3[CH:21]=[N:20][CH:25]=[CH:24][CH:23]=3)[S:27][CH:28]=2)[C:5](=[O:7])[CH2:4][N:3]1[C@@H:8]([C@@H:16]([CH3:19])[CH2:17][CH3:18])[C:9]([O:11][C:12]([CH3:13])([CH3:14])[CH3:15])=[O:10], predict the reactants needed to synthesize it. The reactants are: [O:1]=[C:2]1[NH:6][C:5](=[O:7])[CH2:4][N:3]1[C@@H:8]([C@@H:16]([CH3:19])[CH2:17][CH3:18])[C:9]([O:11][C:12]([CH3:15])([CH3:14])[CH3:13])=[O:10].[N:20]1[CH:25]=[CH:24][CH:23]=[C:22]([C:26]2[S:27][CH:28]=[C:29]([CH2:31]O)[N:30]=2)[CH:21]=1.C1(P(C2C=CC=CC=2)C2C=CC=CC=2)C=CC=CC=1.N(C(OCC)=O)=NC(OCC)=O. (3) The reactants are: [F:1][C:2]1([F:57])[CH2:7][CH2:6][CH:5]([C:8]2[C:17]3[CH:16]([O:18]CC4C=CC(OC)=CC=4)[CH2:15][C:14]([CH3:29])([CH3:28])[CH2:13][C:12]=3[N:11]=[C:10]([CH:30]3[CH2:35][CH2:34][N:33]([C:36]4[N:41]=[CH:40][C:39]([CH2:42][O:43][CH3:44])=[CH:38][N:37]=4)[CH2:32][CH2:31]3)[C:9]=2[CH:45]([F:56])[C:46]2[CH:51]=[CH:50][C:49]([C:52]([F:55])([F:54])[F:53])=[CH:48][CH:47]=2)[CH2:4][CH2:3]1.FC1(F)CCC(C2C3C(OCC4C=CC(OC)=CC=4)CC(C)(C)CC=3N=C(C3CCN(C4N=CC(C(O)C(C)C)=CN=4)CC3)C=2C(F)C2C=CC(C(F)(F)F)=CC=2)CC1. Given the product [F:57][C:2]1([F:1])[CH2:3][CH2:4][CH:5]([C:8]2[C:17]3[CH:16]([OH:18])[CH2:15][C:14]([CH3:29])([CH3:28])[CH2:13][C:12]=3[N:11]=[C:10]([CH:30]3[CH2:31][CH2:32][N:33]([C:36]4[N:41]=[CH:40][C:39]([CH2:42][O:43][CH3:44])=[CH:38][N:37]=4)[CH2:34][CH2:35]3)[C:9]=2[CH:45]([F:56])[C:46]2[CH:47]=[CH:48][C:49]([C:52]([F:53])([F:55])[F:54])=[CH:50][CH:51]=2)[CH2:6][CH2:7]1, predict the reactants needed to synthesize it. (4) Given the product [C:39]([C:36]1[CH:35]=[CH:34][C:33]([O:32][C:30]([N:15]([CH2:16][C:17]2[CH:29]=[CH:28][C:27]3[C:26]4[C:21](=[CH:22][CH:23]=[CH:24][CH:25]=4)[CH2:20][C:19]=3[CH:18]=2)[C:12]2[CH:13]=[CH:14][C:9]([C:8]([NH:7][CH2:6][CH2:5][C:4]([OH:44])=[O:3])=[O:43])=[CH:10][CH:11]=2)=[O:31])=[CH:38][CH:37]=1)([CH3:42])([CH3:40])[CH3:41], predict the reactants needed to synthesize it. The reactants are: C([O:3][C:4](=[O:44])[CH2:5][CH2:6][NH:7][C:8](=[O:43])[C:9]1[CH:14]=[CH:13][C:12]([N:15]([C:30]([O:32][C:33]2[CH:38]=[CH:37][C:36]([C:39]([CH3:42])([CH3:41])[CH3:40])=[CH:35][CH:34]=2)=[O:31])[CH2:16][C:17]2[CH:29]=[CH:28][C:27]3[C:26]4[C:21](=[CH:22][CH:23]=[CH:24][CH:25]=4)[CH2:20][C:19]=3[CH:18]=2)=[CH:11][CH:10]=1)C.[OH-].[Na+].C(O)(=O)C. (5) The reactants are: [CH3:1][O:2][C:3]1[CH:4]=[C:5]([CH2:9][CH2:10][NH:11][C:12](=O)[CH2:13][C:14]2[CH:19]=[CH:18][C:17]([O:20][CH2:21][C:22]3[CH:27]=[CH:26][CH:25]=[CH:24][CH:23]=3)=[CH:16][CH:15]=2)[CH:6]=[CH:7][CH:8]=1.P(Cl)(Cl)(Cl)=O.[BH4-].[Na+]. Given the product [CH3:1][O:2][C:3]1[CH:4]=[C:5]2[C:6](=[CH:7][CH:8]=1)[CH:12]([CH2:13][C:14]1[CH:19]=[CH:18][C:17]([O:20][CH2:21][C:22]3[CH:27]=[CH:26][CH:25]=[CH:24][CH:23]=3)=[CH:16][CH:15]=1)[NH:11][CH2:10][CH2:9]2, predict the reactants needed to synthesize it.